This data is from Full USPTO retrosynthesis dataset with 1.9M reactions from patents (1976-2016). The task is: Predict the reactants needed to synthesize the given product. (1) Given the product [Br:12][C:13]1[C:14]([N:5]([CH2:4][CH:1]2[CH2:2][CH2:3]2)[CH2:6][CH2:7][C:8]([NH:10][CH3:11])=[O:9])=[N:15][C:16]([Cl:19])=[N:17][CH:18]=1, predict the reactants needed to synthesize it. The reactants are: [CH:1]1([CH2:4][NH:5][CH2:6][CH2:7][C:8]([NH:10][CH3:11])=[O:9])[CH2:3][CH2:2]1.[Br:12][C:13]1[C:14](N(C(CC)C)CCC(NC)=O)=[N:15][C:16]([Cl:19])=[N:17][CH:18]=1. (2) Given the product [CH3:17][C:18]1[C:23]([CH3:24])=[CH:22][C:21]2[N:25]=[C:1]([C:3]3[CH:16]=[CH:15][C:6]([CH:7]=[C:8]4[S:12][C:11](=[O:13])[NH:10][C:9]4=[O:14])=[CH:5][CH:4]=3)[NH:26][C:20]=2[CH:19]=1, predict the reactants needed to synthesize it. The reactants are: [CH:1]([C:3]1[CH:16]=[CH:15][C:6]([CH:7]=[C:8]2[S:12][C:11](=[O:13])[NH:10][C:9]2=[O:14])=[CH:5][CH:4]=1)=O.[CH3:17][C:18]1[C:23]([CH3:24])=[CH:22][C:21]([NH2:25])=[C:20]([NH2:26])[CH:19]=1. (3) Given the product [Cl:1][C:2]1[CH:7]=[CH:6][C:5]([C:8]2[C:14]3[CH:15]=[C:16]([O:19][CH3:20])[CH:17]=[CH:18][C:13]=3[N:12]3[C:21]([CH3:24])=[N:22][N:23]=[C:11]3[C@H:10]([CH2:25][C:26]([NH:62][CH2:63][C:64]3[CH:69]=[CH:68][CH:67]=[C:66]([OH:70])[C:65]=3[OH:71])=[O:27])[N:9]=2)=[CH:4][CH:3]=1, predict the reactants needed to synthesize it. The reactants are: [Cl:1][C:2]1[CH:7]=[CH:6][C:5]([C:8]2[C:14]3[CH:15]=[C:16]([O:19][CH3:20])[CH:17]=[CH:18][C:13]=3[N:12]3[C:21]([CH3:24])=[N:22][N:23]=[C:11]3[C@H:10]([CH2:25][C:26](O)=[O:27])[N:9]=2)=[CH:4][CH:3]=1.CN(C(ON1N=NC2C=CC=NC1=2)=[N+](C)C)C.F[P-](F)(F)(F)(F)F.CCN(C(C)C)C(C)C.[NH2:62][CH2:63][C:64]1[CH:69]=[CH:68][CH:67]=[C:66]([OH:70])[C:65]=1[OH:71]. (4) Given the product [CH3:1][O:2][C:3]1[C:4]([NH:13][C:14](=[O:19])[C:15]([CH3:16])([CH3:18])[CH3:17])=[C:5]([C:6]([C:9]([F:12])([F:11])[F:10])=[CH:7][CH:8]=1)[C:32]([OH:34])=[O:33], predict the reactants needed to synthesize it. The reactants are: [CH3:1][O:2][C:3]1[CH:8]=[CH:7][C:6]([C:9]([F:12])([F:11])[F:10])=[CH:5][C:4]=1[NH:13][C:14](=[O:19])[C:15]([CH3:18])([CH3:17])[CH3:16].C1(C)C=CC=CC=1.[Li]CCCC.[C:32](=[O:34])=[O:33]. (5) Given the product [CH2:24]([O:25][C:26](=[O:27])[CH2:28][N:3]([O:2][CH3:1])[C:4](=[O:5])[C:6]1[CH:7]=[CH:8][C:9]([CH2:10][NH:11][C:12]([O:13][CH2:14][C:15]2[S:16][CH:17]=[CH:18][CH:19]=2)=[O:20])=[CH:21][CH:22]=1)[CH3:23], predict the reactants needed to synthesize it. The reactants are: [CH3:1][O:2][NH:3][C:4]([C:6]1[CH:22]=[CH:21][C:9]([CH2:10][NH:11][C:12](=[O:20])[O:13][CH2:14][C:15]2[S:16][CH:17]=[CH:18][CH:19]=2)=[CH:8][CH:7]=1)=[O:5].[CH3:23][CH2:24][O:25][C:26]([CH2:28]Br)=[O:27].C(=O)([O-])[O-].[K+].[K+]. (6) Given the product [CH3:20][C:19]1[N:3]2[C:4]3[CH:13]=[CH:12][C:11]([O:14][C:15]([F:18])([F:17])[F:16])=[CH:10][C:5]=3[C:6](=[O:9])[CH2:7][CH2:8][C:2]2=[N:23][N:22]=1, predict the reactants needed to synthesize it. The reactants are: S=[C:2]1[CH2:8][CH2:7][C:6](=[O:9])[C:5]2[CH:10]=[C:11]([O:14][C:15]([F:18])([F:17])[F:16])[CH:12]=[CH:13][C:4]=2[NH:3]1.[C:19]([NH:22][NH2:23])(=O)[CH3:20]. (7) The reactants are: [CH2:1]([C@@H:3]1[CH2:7][C@H:6](O)[CH2:5][C@@H:4]1[C:9]([OH:11])=[O:10])[CH3:2].C1N(P(Cl)(N2C(=O)OCC2)=O)C(=O)OC1.CCOCC. Given the product [CH2:1]([CH:3]1[CH2:7][CH:6]2[CH2:5][CH:4]1[C:9](=[O:10])[O:11]2)[CH3:2], predict the reactants needed to synthesize it. (8) Given the product [Cl:1][C:2]1[CH:23]=[C:22]([C:24]([F:27])([F:25])[F:26])[CH:21]=[CH:20][C:3]=1[CH2:4][N:5]1[C:9]([CH:10]=[O:11])=[CH:8][C:7]([O:16][CH2:17][O:18][CH3:19])=[N:6]1, predict the reactants needed to synthesize it. The reactants are: [Cl:1][C:2]1[CH:23]=[C:22]([C:24]([F:27])([F:26])[F:25])[CH:21]=[CH:20][C:3]=1[CH2:4][N:5]1[C:9]([C:10](N(OC)C)=[O:11])=[CH:8][C:7]([O:16][CH2:17][O:18][CH3:19])=[N:6]1.[H-].C([Al+]CC(C)C)C(C)C.CO.[C@H](O)(C([O-])=O)[C@@H](O)C([O-])=O.[Na+].[K+].